This data is from Full USPTO retrosynthesis dataset with 1.9M reactions from patents (1976-2016). The task is: Predict the reactants needed to synthesize the given product. (1) Given the product [F:1][C:2]1[CH:3]=[CH:4][C:5]([N:8]2[C:16]3[CH:15]=[CH:14][CH:13]=[C:12]([NH2:17])[C:11]=3[CH:10]=[N:9]2)=[CH:6][CH:7]=1, predict the reactants needed to synthesize it. The reactants are: [F:1][C:2]1[CH:7]=[CH:6][C:5]([N:8]2[C:16]3[C:11](=[C:12]([N+:17]([O-])=O)[CH:13]=[CH:14][CH:15]=3)[CH:10]=[N:9]2)=[CH:4][CH:3]=1.C(O)(=O)C. (2) Given the product [CH3:23][O:22][C:18]1[CH:17]=[C:16]([CH:21]=[CH:20][CH:19]=1)[O:15][C:5]([CH3:14])([CH2:6][C:7]1[CH:8]=[CH:9][C:10]([O:38][CH2:37][CH2:36][C:34]2[N:35]=[C:31]([C:25]3[CH:26]=[CH:27][CH:28]=[CH:29][CH:30]=3)[O:32][C:33]=2[CH3:49])=[CH:11][CH:12]=1)[C:4]([OH:24])=[O:3], predict the reactants needed to synthesize it. The reactants are: C([O:3][C:4](=[O:24])[C:5]([O:15][C:16]1[CH:21]=[CH:20][CH:19]=[C:18]([O:22][CH3:23])[CH:17]=1)([CH3:14])[CH2:6][C:7]1[CH:12]=[CH:11][C:10](O)=[CH:9][CH:8]=1)C.[C:25]1([C:31]2[O:32][C:33]([CH3:49])=[C:34]([CH2:36][CH2:37][O:38]S(C3C=CC(C)=CC=3)(=O)=O)[N:35]=2)[CH:30]=[CH:29][CH:28]=[CH:27][CH:26]=1. (3) Given the product [CH2:26]([N:24]([CH3:25])[C:22](=[O:23])[CH2:21][CH:18]1[C:14]2[CH:15]=[N:16][CH:17]=[C:12]([C:3]3[CH:4]=[CH:5][C:6]([C:8]([F:11])([F:9])[F:10])=[CH:7][C:2]=3[F:1])[C:13]=2[CH2:20][CH2:19]1)[CH3:27], predict the reactants needed to synthesize it. The reactants are: [F:1][C:2]1[CH:7]=[C:6]([C:8]([F:11])([F:10])[F:9])[CH:5]=[CH:4][C:3]=1[C:12]1[C:13]2[CH2:20][CH2:19][CH:18]([CH2:21][C:22]([N:24]([CH3:26])[CH3:25])=[O:23])[C:14]=2[CH:15]=[N:16][CH:17]=1.[CH3:27]NCC. (4) The reactants are: [C:9](O[C:9]([O:11][C:12]([CH3:15])([CH3:14])[CH3:13])=[O:10])([O:11][C:12]([CH3:15])([CH3:14])[CH3:13])=[O:10].[O:16]=[C:17]1[O:21][CH2:20][C@@H:19]([NH:22]C(=O)OCC2C=CC=CC=2)[CH2:18]1.[H][H]. Given the product [O:16]=[C:17]1[O:21][CH2:20][C@@H:19]([NH:22][C:9](=[O:10])[O:11][C:12]([CH3:13])([CH3:14])[CH3:15])[CH2:18]1, predict the reactants needed to synthesize it.